Dataset: Reaction yield outcomes from USPTO patents with 853,638 reactions. Task: Predict the reaction yield, written as a fraction of the theoretical maximum amount of product (1.0 means a 100% yield; for example, 0.34 means a 34% yield). (1) The reactants are [O:1]1[C:10]2[CH:9]=[C:8]([CH2:11][N:12]([C:30]([O:32][C:33]([CH3:36])([CH3:35])[CH3:34])=[O:31])[C@H:13]3[CH2:18][CH2:17][N:16](C(OCC4C=CC=CC=4)=O)[CH2:15][C@H:14]3[OH:29])[N:7]=[CH:6][C:5]=2[O:4][CH2:3][CH2:2]1. The catalyst is C(O)C.[Pd]. The product is [O:1]1[C:10]2[CH:9]=[C:8]([CH2:11][N:12]([C@H:13]3[CH2:18][CH2:17][NH:16][CH2:15][C@H:14]3[OH:29])[C:30](=[O:31])[O:32][C:33]([CH3:34])([CH3:35])[CH3:36])[N:7]=[CH:6][C:5]=2[O:4][CH2:3][CH2:2]1. The yield is 0.860. (2) The reactants are [F:1][C:2]1[CH:3]=[CH:4][C:5]([CH3:23])=[C:6]([C@H:8]([OH:22])[C@@H:9]2[CH2:14][CH2:13][CH2:12][N:11]([C:15]([O:17][C:18]([CH3:21])([CH3:20])[CH3:19])=[O:16])[CH2:10]2)[CH:7]=1.[H-].[Na+].Br[CH2:27][C:28]#[N:29]. The catalyst is CC#N. The product is [C:28]([CH2:27][O:22][C@@H:8]([C:6]1[CH:7]=[C:2]([F:1])[CH:3]=[CH:4][C:5]=1[CH3:23])[C@@H:9]1[CH2:14][CH2:13][CH2:12][N:11]([C:15]([O:17][C:18]([CH3:19])([CH3:20])[CH3:21])=[O:16])[CH2:10]1)#[N:29]. The yield is 0.900.